Dataset: Catalyst prediction with 721,799 reactions and 888 catalyst types from USPTO. Task: Predict which catalyst facilitates the given reaction. (1) Reactant: [C:1]([C:4]1[N:5]=[CH:6][C:7]([F:34])=[C:8]2[C:12]([C:13](=[O:33])[C:14]([N:16]3[CH2:21][CH2:20][N:19]([C:22]4[N:26]([C:27]5[CH:32]=[CH:31][CH:30]=[CH:29][CH:28]=5)[N:25]=[N:24][N:23]=4)[CH2:18][CH2:17]3)=[O:15])=[CH:11][NH:10][C:9]=12)(=O)[CH3:2].Cl.[O:36]([NH2:38])[CH3:37]. Product: [F:34][C:7]1[CH:6]=[N:5][C:4](/[C:1](=[N:38]/[O:36][CH3:37])/[CH3:2])=[C:9]2[NH:10][CH:11]=[C:12]([C:13](=[O:33])[C:14]([N:16]3[CH2:21][CH2:20][N:19]([C:22]4[N:26]([C:27]5[CH:28]=[CH:29][CH:30]=[CH:31][CH:32]=5)[N:25]=[N:24][N:23]=4)[CH2:18][CH2:17]3)=[O:15])[C:8]=12. The catalyst class is: 14. (2) Reactant: [Cl:1][C:2]1[CH:3]=[C:4]([CH:9]([OH:27])[C:10]2([NH:16][S:17]([C:20]3[CH:25]=[CH:24][C:23]([CH3:26])=[CH:22][CH:21]=3)(=[O:19])=[O:18])[CH2:15][CH2:14][CH2:13][CH2:12][CH2:11]2)[CH:5]=[C:6]([Cl:8])[CH:7]=1.CC(OI1(OC(C)=O)(OC(C)=O)OC(=O)C2C=CC=CC1=2)=O.C([O-])(O)=O.[Na+].[O-]S([O-])(=S)=O.[Na+].[Na+]. Product: [Cl:1][C:2]1[CH:3]=[C:4]([CH:5]=[C:6]([Cl:8])[CH:7]=1)[C:9]([C:10]1([NH:16][S:17]([C:20]2[CH:25]=[CH:24][C:23]([CH3:26])=[CH:22][CH:21]=2)(=[O:19])=[O:18])[CH2:11][CH2:12][CH2:13][CH2:14][CH2:15]1)=[O:27]. The catalyst class is: 2.